From a dataset of Forward reaction prediction with 1.9M reactions from USPTO patents (1976-2016). Predict the product of the given reaction. (1) Given the reactants FC(F)(F)C(O)=O.[CH3:8][C:9]1[N:10]=[C:11]([NH:14][C:15]2[C:20]([O:21][CH2:22][C:23]3[CH:24]=[C:25]([CH:31]=[CH:32][CH:33]=3)[O:26][CH2:27][C:28]([OH:30])=O)=[CH:19][CH:18]=[CH:17][N:16]=2)[S:12][CH:13]=1.C(N(CC)CC)C.[Cl:41]C(OCC)=O.Cl.[NH2:48][CH2:49][C:50]([O:52]C(C)(C)C)=[O:51].Cl, predict the reaction product. The product is: [ClH:41].[CH3:8][C:9]1[N:10]=[C:11]([NH:14][C:15]2[C:20]([O:21][CH2:22][C:23]3[CH:24]=[C:25]([CH:31]=[CH:32][CH:33]=3)[O:26][CH2:27][C:28]([NH:48][CH2:49][C:50]([OH:52])=[O:51])=[O:30])=[CH:19][CH:18]=[CH:17][N:16]=2)[S:12][CH:13]=1. (2) Given the reactants C([O:8][C:9]1[C:10]2[NH:17][CH:16]=[CH:15][C:11]=2[N:12]=[CH:13][N:14]=1)C1C=CC=CC=1.C([O:21][C@H:22]1[C@H:28]([NH2:29])[CH2:27][O:26]C(C)(C)[O:24][CH2:23]1)(=O)C.C=O.[C:34]([OH:43])(=[O:42])[C@@H:35]([C@H:37]([C:39]([OH:41])=[O:40])[OH:38])[OH:36], predict the reaction product. The product is: [C:34]([O-:43])(=[O:42])[CH:35]([CH:37]([C:39]([O-:41])=[O:40])[OH:38])[OH:36].[OH:26][CH2:27][C@@H:28]([NH:29][CH2:34][C:15]1[C:11]2[N:12]=[CH:13][NH:14][C:9](=[O:8])[C:10]=2[NH:17][CH:16]=1)[C@H:22]([OH:21])[CH2:23][OH:24]. (3) Given the reactants [CH3:1][O:2][C:3]1[CH:4]=[C:5]([C:11]2[CH2:15][CH:14]([CH2:16][CH2:17][CH:18]=O)[O:13][N:12]=2)[CH:6]=[CH:7][C:8]=1[O:9][CH3:10].Cl.[CH3:21][O:22][C:23]1[CH:28]=[CH:27][CH:26]=[CH:25][C:24]=1[N:29]1[CH2:34][CH2:33][NH:32][CH2:31][CH2:30]1.[BH-](OC(C)=O)(OC(C)=O)OC(C)=O.[Na+].C(N(C(C)C)CC)(C)C, predict the reaction product. The product is: [CH3:1][O:2][C:3]1[CH:4]=[C:5]([C:11]2[CH2:15][CH:14]([CH2:16][CH2:17][CH2:18][N:32]3[CH2:31][CH2:30][N:29]([C:24]4[CH:25]=[CH:26][CH:27]=[CH:28][C:23]=4[O:22][CH3:21])[CH2:34][CH2:33]3)[O:13][N:12]=2)[CH:6]=[CH:7][C:8]=1[O:9][CH3:10]. (4) Given the reactants Cl[C:2]1[N:3]([CH2:21][CH2:22][CH3:23])[C:4](=[O:20])[C:5]2[NH:6][C:7]([C:11]34[CH2:18][CH:17]5[CH2:19][CH:13]([CH2:14][CH:15]3[CH2:16]5)[CH2:12]4)=[N:8][C:9]=2[N:10]=1.[C:24]([O-:27])([O-])=[O:25].[K+].[K+].FC(F)(F)[C:32]1[CH:37]=[CH:36][C:35]([OH:38])=[CH:34][CH:33]=1, predict the reaction product. The product is: [CH2:14]1[CH:15]2[C:11]3([C:7]4[NH:6][C:5]5[C:4](=[O:20])[N:3]([CH2:21][CH2:22][CH3:23])[C:2]([O:38][C:35]6[CH:36]=[CH:37][C:32]([C:24]([OH:27])=[O:25])=[CH:33][CH:34]=6)=[N:10][C:9]=5[N:8]=4)[CH2:18][CH:17]([CH2:19][CH:13]1[CH2:12]3)[CH2:16]2. (5) The product is: [CH3:12][N:13]([CH3:22])[C:14]1[CH:21]=[CH:20][C:17]([CH:18]=[C:5]2[C:4]3[C:8](=[CH:9][CH:10]=[C:2]([F:1])[CH:3]=3)[NH:7][C:6]2=[O:11])=[CH:16][CH:15]=1. Given the reactants [F:1][C:2]1[CH:3]=[C:4]2[C:8](=[CH:9][CH:10]=1)[NH:7][C:6](=[O:11])[CH2:5]2.[CH3:12][N:13]([CH3:22])[C:14]1[CH:21]=[CH:20][C:17]([CH:18]=O)=[CH:16][CH:15]=1.N1CCCCC1, predict the reaction product.